This data is from Full USPTO retrosynthesis dataset with 1.9M reactions from patents (1976-2016). The task is: Predict the reactants needed to synthesize the given product. (1) Given the product [F:23][C:20]1[CH:21]=[CH:22][C:17]([O:16][CH2:15][CH2:14][CH:5]2[S:1][C:2](=[O:7])[NH:3][C:4]2=[O:6])=[CH:18][CH:19]=1, predict the reactants needed to synthesize it. The reactants are: [S:1]1[CH2:5][C:4](=[O:6])[NH:3][C:2]1=[O:7].C([Li])CCC.Br[CH2:14][CH2:15][O:16][C:17]1[CH:22]=[CH:21][C:20]([F:23])=[CH:19][CH:18]=1.Cl. (2) Given the product [NH:21]([CH2:1][C:3]1[CH:4]=[C:5]([CH:18]=[CH:19][CH:20]=1)[O:6][CH2:7][C:8]1[CH:17]=[CH:16][C:11]([C:12]([O:14][CH3:15])=[O:13])=[CH:10][CH:9]=1)[C:22]1[CH:27]=[CH:26][CH:25]=[CH:24][CH:23]=1, predict the reactants needed to synthesize it. The reactants are: [CH:1]([C:3]1[CH:4]=[C:5]([CH:18]=[CH:19][CH:20]=1)[O:6][CH2:7][C:8]1[CH:17]=[CH:16][C:11]([C:12]([O:14][CH3:15])=[O:13])=[CH:10][CH:9]=1)=O.[NH2:21][C:22]1[CH:27]=[CH:26][CH:25]=[CH:24][CH:23]=1.C(O)(=O)C.C(O[BH-](OC(=O)C)OC(=O)C)(=O)C.[Na+]. (3) Given the product [C:32]([N:31]([CH3:28])[C:17]([C:16]1[C:12]2[CH2:11][O:10][C:5]3[CH:6]=[C:7]([O:8][CH3:9])[C:2]([Br:1])=[CH:3][C:4]=3[C:13]=2[N:14]([C:20]2[CH:24]=[CH:23][S:22][CH:21]=2)[N:15]=1)=[O:18])([CH3:34])([CH3:40])[CH3:33], predict the reactants needed to synthesize it. The reactants are: [Br:1][C:2]1[C:7]([O:8][CH3:9])=[CH:6][C:5]2[O:10][CH2:11][C:12]3[C:16]([C:17](O)=[O:18])=[N:15][N:14]([C:20]4[CH:24]=[CH:23][S:22][CH:21]=4)[C:13]=3[C:4]=2[CH:3]=1.C(Cl)Cl.[CH:28]([NH:31][CH:32]([CH3:34])[CH3:33])(C)C.[B-](F)(F)(F)F.[CH3:40]N(C(ON1N=NC2C1=CC=CC=2)=[N+](C)C)C. (4) Given the product [O:25]1[C:21]2([CH2:26][CH2:27][C:18]([C:15]3[N:16]=[CH:17][C:12]([NH2:52])=[CH:13][C:14]=3[CH3:28])=[CH:19][CH2:20]2)[O:22][CH2:23][CH2:24]1, predict the reactants needed to synthesize it. The reactants are: C[Si]([N-][Si](C)(C)C)(C)C.[Li+].Br[C:12]1[CH:13]=[C:14]([CH3:28])[C:15]([C:18]2[CH2:27][CH2:26][C:21]3([O:25][CH2:24][CH2:23][O:22]3)[CH2:20][CH:19]=2)=[N:16][CH:17]=1.F[B-](F)(F)F.C(P(C(C)(C)C)C(C)(C)C)(C)(C)C.[F-].C([N+:52](CCCC)(CCCC)CCCC)CCC. (5) Given the product [CH2:1]([O:8][C:9](=[O:24])[C@@H:10]([NH:11][C:12]([O:14][C:15]([CH3:18])([CH3:17])[CH3:16])=[O:13])[CH2:19][CH2:20][C:21]1[NH:45][C:40]2[CH:39]=[CH:38][CH:37]=[CH:42][C:41]=2[N:43]=1)[C:2]1[CH:7]=[CH:6][CH:5]=[CH:4][CH:3]=1, predict the reactants needed to synthesize it. The reactants are: [CH2:1]([O:8][C:9](=[O:24])[C@H:10]([CH2:19][CH2:20][C:21](O)=O)[NH:11][C:12]([O:14][C:15]([CH3:18])([CH3:17])[CH3:16])=[O:13])[C:2]1[CH:7]=[CH:6][CH:5]=[CH:4][CH:3]=1.CCN=C=NCCCN(C)C.Cl.[CH:37]1[CH:38]=[CH:39][C:40]2[N:45](O)N=[N:43][C:41]=2[CH:42]=1.C1(N)C=CC=CC=1N. (6) Given the product [NH2:9][C:3]1[CH:4]=[CH:5][C:6]([CH3:8])=[CH:7][C:2]=1[C:10]#[N:11], predict the reactants needed to synthesize it. The reactants are: Br[C:2]1[CH:7]=[C:6]([CH3:8])[CH:5]=[CH:4][C:3]=1[NH2:9].[C:10]([Cu])#[N:11]. (7) Given the product [N:41]1([C:46]2[C:54]3[C:49](=[N:50][CH:51]=[C:52]([NH:55][C:4](=[O:6])[C:3]4[C:7]([F:18])=[CH:8][CH:9]=[C:10]([NH:11][S:12]([CH2:15][CH2:16][CH3:17])(=[O:14])=[O:13])[C:2]=4[F:1])[CH:53]=3)[NH:48][N:47]=2)[CH:45]=[CH:44][N:43]=[CH:42]1, predict the reactants needed to synthesize it. The reactants are: [F:1][C:2]1[C:10]([NH:11][S:12]([CH2:15][CH2:16][CH3:17])(=[O:14])=[O:13])=[CH:9][CH:8]=[C:7]([F:18])[C:3]=1[C:4]([OH:6])=O.C1C=CC2N(O)N=NC=2C=1.O.CCN=C=NCCCN(C)C.[N:41]1([C:46]2[C:54]3[C:49](=[N:50][CH:51]=[C:52]([NH2:55])[CH:53]=3)[NH:48][N:47]=2)[CH:45]=[CH:44][N:43]=[CH:42]1. (8) Given the product [CH:47]1([NH:46][C:44]([C:39]2[N:38]=[N:37][N:36]([C:33]3[CH:34]=[CH:35][C:30]([NH:29][C:2](=[O:17])[CH2:1][N:3]([CH3:6])[CH3:4])=[CH:31][CH:32]=3)[C:40]=2[CH2:41][CH2:42][CH3:43])=[O:45])[CH2:48][CH2:49]1, predict the reactants needed to synthesize it. The reactants are: [CH2:1]([N:3]([CH2:6]C)[CH2:4]C)[CH3:2].C1C=CC2N([OH:17])N=NC=2C=1.CCN=C=NCCCN(C)C.[NH2:29][C:30]1[CH:35]=[CH:34][C:33]([N:36]2[C:40]([CH2:41][CH2:42][CH3:43])=[C:39]([C:44]([NH:46][CH:47]3[CH2:49][CH2:48]3)=[O:45])[N:38]=[N:37]2)=[CH:32][CH:31]=1.